Dataset: Forward reaction prediction with 1.9M reactions from USPTO patents (1976-2016). Task: Predict the product of the given reaction. (1) Given the reactants C([O:3][C:4](=[O:15])[CH2:5][NH:6][C:7]1[CH:12]=[CH:11][C:10]([Cl:13])=[C:9]([Cl:14])[CH:8]=1)C, predict the reaction product. The product is: [Cl:14][C:9]1[CH:8]=[C:7]([NH:6][CH2:5][C:4]([OH:15])=[O:3])[CH:12]=[CH:11][C:10]=1[Cl:13]. (2) Given the reactants [CH:1]1([CH2:6][N:7]([CH2:29][CH3:30])[C:8]2[C:9]([CH2:16][NH:17][C:18]3[N:23]=[CH:22][C:21]([O:24][CH2:25][CH2:26][S:27][CH3:28])=[CH:20][N:19]=3)=[N:10][C:11]([O:14][CH3:15])=[CH:12][CH:13]=2)[CH2:5][CH2:4][CH2:3][CH2:2]1.[H-].[Na+].Br[CH2:34][C:35]1[CH:36]=[C:37]([CH:40]=[C:41]([C:43]([F:46])([F:45])[F:44])[CH:42]=1)[C:38]#[N:39].O, predict the reaction product. The product is: [CH:1]1([CH2:6][N:7]([CH2:29][CH3:30])[C:8]2[C:9]([CH2:16][N:17]([C:18]3[N:23]=[CH:22][C:21]([O:24][CH2:25][CH2:26][S:27][CH3:28])=[CH:20][N:19]=3)[CH2:34][C:35]3[CH:36]=[C:37]([CH:40]=[C:41]([C:43]([F:44])([F:45])[F:46])[CH:42]=3)[C:38]#[N:39])=[N:10][C:11]([O:14][CH3:15])=[CH:12][CH:13]=2)[CH2:5][CH2:4][CH2:3][CH2:2]1. (3) Given the reactants [H-].[Na+].[O:3]([CH3:15])[CH:4]1[O:12][C@H:11]([CH2:13][OH:14])[C@@H:9]([OH:10])[C@H:7]([OH:8])[C@H:5]1O.[CH:16]1[CH:21]=[CH:20][C:19]([CH2:22]Br)=[CH:18][CH:17]=1.[CH3:24][OH:25], predict the reaction product. The product is: [CH2:24]([O:25][C@@H:5]1[C@@H:7]([O:8][CH2:22][C:19]2[CH:20]=[CH:21][CH:16]=[CH:17][CH:18]=2)[C@H:9]([O:10][CH2:22][C:19]2[CH:20]=[CH:21][CH:16]=[CH:17][CH:18]=2)[C@@H:11]([CH2:13][O:14][CH2:22][C:19]2[CH:20]=[CH:21][CH:16]=[CH:17][CH:18]=2)[O:12][C@@H:4]1[O:3][CH3:15])[C:16]1[CH:21]=[CH:20][CH:19]=[CH:18][CH:17]=1.